Dataset: Forward reaction prediction with 1.9M reactions from USPTO patents (1976-2016). Task: Predict the product of the given reaction. (1) Given the reactants [O:1]1[C:5]2([CH2:15][CH2:14][C:8]3([CH2:12][CH2:11][NH:10][C:9]3=[O:13])[CH2:7][CH2:6]2)[O:4][CH2:3][CH2:2]1.Br[C:17]1[CH:22]=[CH:21][C:20]([C:23]([F:26])([F:25])[F:24])=[CH:19][CH:18]=1, predict the reaction product. The product is: [F:24][C:23]([F:26])([F:25])[C:20]1[CH:21]=[CH:22][C:17]([N:10]2[CH2:11][CH2:12][C:8]3([CH2:14][CH2:15][C:5]4([O:4][CH2:3][CH2:2][O:1]4)[CH2:6][CH2:7]3)[C:9]2=[O:13])=[CH:18][CH:19]=1. (2) The product is: [CH:1]1([C@H:4]2[C@H:13]([CH3:14])[C@@H:12]([O:15][C:19]3[CH:24]=[CH:23][CH:22]=[CH:21][CH:20]=3)[C:11]3[C:6](=[CH:7][CH:8]=[CH:9][CH:10]=3)[N:5]2[C:16](=[O:18])[CH3:17])[CH2:2][CH2:3]1. Given the reactants [CH:1]1([C@H:4]2[C@H:13]([CH3:14])[C@H:12]([OH:15])[C:11]3[C:6](=[CH:7][CH:8]=[CH:9][CH:10]=3)[N:5]2[C:16](=[O:18])[CH3:17])[CH2:3][CH2:2]1.[C:19]1(O)[CH:24]=[CH:23][CH:22]=[CH:21][CH:20]=1.C1(P(C2C=CC=CC=2)C2C=CC=CC=2)C=CC=CC=1.CC(OC(/N=N/C(OC(C)C)=O)=O)C, predict the reaction product. (3) Given the reactants [CH3:1][O:2][C:3](=[O:14])[CH2:4][CH2:5][C:6]1[CH:11]=[CH:10][C:9]([OH:12])=[CH:8][C:7]=1[CH3:13].[C:15]([C:23]1[CH:39]=[C:38]([CH2:40][CH3:41])[CH:37]=[CH:36][C:24]=1[O:25][CH2:26][CH2:27][CH2:28][CH:29](OS(C)(=O)=O)[CH3:30])(=[O:22])[C:16]1[CH:21]=[CH:20][CH:19]=[CH:18][CH:17]=1.C(=O)([O-])[O-].[Cs+].[Cs+], predict the reaction product. The product is: [CH3:1][O:2][C:3](=[O:14])[CH2:4][CH2:5][C:6]1[CH:11]=[CH:10][C:9]([O:12][CH:29]([CH3:30])[CH2:28][CH2:27][CH2:26][O:25][C:24]2[CH:36]=[CH:37][C:38]([CH2:40][CH3:41])=[CH:39][C:23]=2[C:15](=[O:22])[C:16]2[CH:17]=[CH:18][CH:19]=[CH:20][CH:21]=2)=[CH:8][C:7]=1[CH3:13]. (4) Given the reactants C([O-])([O-])=O.[Na+].[Na+].[CH2:7]([C:14]1[C:23]2[C:18](=[CH:19][CH:20]=[CH:21][CH:22]=2)[C:17](Cl)=[N:16][N:15]=1)[C:8]1[CH:13]=[CH:12][CH:11]=[CH:10][CH:9]=1.[CH3:25][C@@H:26]1[CH2:31][NH:30][CH2:29][CH2:28][NH:27]1, predict the reaction product. The product is: [CH2:7]([C:14]1[C:23]2[C:18](=[CH:19][CH:20]=[CH:21][CH:22]=2)[C:17]([N:30]2[CH2:29][CH2:28][NH:27][C@H:26]([CH3:25])[CH2:31]2)=[N:16][N:15]=1)[C:8]1[CH:13]=[CH:12][CH:11]=[CH:10][CH:9]=1. (5) Given the reactants [Li]CCCC.C(NC(C)C)(C)C.[F:13][C:14]1[CH:15]=[C:16]([Br:21])[CH:17]=[C:18]([F:20])[CH:19]=1.[C:22](=[O:24])=[O:23], predict the reaction product. The product is: [Br:21][C:16]1[CH:15]=[C:14]([F:13])[C:19]([C:22]([OH:24])=[O:23])=[C:18]([F:20])[CH:17]=1. (6) The product is: [N:21]1[C:33]2[C:32]3[CH:31]=[CH:30][CH:29]=[CH:28][C:27]=3[NH:26][C:25]=2[N:24]=[C:23]([S:34][CH:2]([CH2:19][CH3:20])[C:3]([N:5]2[C:18]3[CH:17]=[CH:16][CH:15]=[CH:14][C:13]=3[S:12][C:11]3[C:6]2=[CH:7][CH:8]=[CH:9][CH:10]=3)=[O:4])[N:22]=1. Given the reactants Br[CH:2]([CH2:19][CH3:20])[C:3]([N:5]1[C:18]2[CH:17]=[CH:16][CH:15]=[CH:14][C:13]=2[S:12][C:11]2[C:6]1=[CH:7][CH:8]=[CH:9][CH:10]=2)=[O:4].[N:21]1[C:33]2[C:32]3[CH:31]=[CH:30][CH:29]=[CH:28][C:27]=3[NH:26][C:25]=2[N:24]=[C:23]([SH:34])[N:22]=1.CCN(CC)CC.C(OCC)(=O)C, predict the reaction product. (7) Given the reactants [CH3:1][C:2]1[O:6][N:5]=[C:4]([CH2:7][O:8][C:9]2[CH:14]=[CH:13][C:12]([N+:15]([O-])=O)=[CH:11][CH:10]=2)[N:3]=1.S(=O)(=O)(O)[O-].[Na+].C(=O)(O)[O-].[Na+].C([O-])([O-])=O.[K+].[K+], predict the reaction product. The product is: [CH3:1][C:2]1[O:6][N:5]=[C:4]([CH2:7][O:8][C:9]2[CH:14]=[CH:13][C:12]([NH2:15])=[CH:11][CH:10]=2)[N:3]=1. (8) Given the reactants [Cl:1][C:2]1[CH:23]=[C:22]([O:24][CH2:25][CH:26]=[C:27]([Cl:29])[Cl:28])[CH:21]=[C:20]([Cl:30])[C:3]=1[O:4][CH2:5][CH2:6][CH2:7][O:8][N:9]1C(=O)C2=CC=CC=C2C1=O.CO.O.NN, predict the reaction product. The product is: [ClH:1].[Cl:1][C:2]1[CH:23]=[C:22]([O:24][CH2:25][CH:26]=[C:27]([Cl:28])[Cl:29])[CH:21]=[C:20]([Cl:30])[C:3]=1[O:4][CH2:5][CH2:6][CH2:7][O:8][NH2:9]. (9) Given the reactants [N:1]1[C:9]([NH:10][C@H:11]([C:13]2[N:14]([C:25]3[CH:30]=[CH:29][CH:28]=[CH:27][CH:26]=3)[C:15](=[O:24])[C:16]3[C:21]([CH:22]=2)=[CH:20][CH:19]=[CH:18][C:17]=3Cl)[CH3:12])=[C:8]2[C:4]([NH:5][CH:6]=[N:7]2)=[N:3][CH:2]=1.[NH:31]1[CH:35]=[C:34](B(O)O)[CH:33]=[N:32]1.C([O-])([O-])=O.[Na+].[Na+].C12(P(C34CC5CC(CC(C5)C3)C4)CCCC)CC3CC(CC(C3)C1)C2, predict the reaction product. The product is: [N:1]1[C:9]([NH:10][C@H:11]([C:13]2[N:14]([C:25]3[CH:30]=[CH:29][CH:28]=[CH:27][CH:26]=3)[C:15](=[O:24])[C:16]3[C:21]([CH:22]=2)=[CH:20][CH:19]=[CH:18][C:17]=3[C:35]2[CH:34]=[CH:33][NH:32][N:31]=2)[CH3:12])=[C:8]2[C:4]([NH:5][CH:6]=[N:7]2)=[N:3][CH:2]=1. (10) Given the reactants [S:1]1[C:5]2[CH:6]=[CH:7][CH:8]=[CH:9][C:4]=2[N:3]=[C:2]1[N:10]1[C:14](=[O:15])[C:13](=[CH:16][N:17](C)C)[C:12]([C:20]2[CH:25]=[CH:24][CH:23]=[C:22]([Cl:26])[CH:21]=2)=[N:11]1, predict the reaction product. The product is: [NH2:17][CH:16]=[C:13]1[C:12]([C:20]2[CH:25]=[CH:24][CH:23]=[C:22]([Cl:26])[CH:21]=2)=[N:11][N:10]([C:2]2[S:1][C:5]3[CH:6]=[CH:7][CH:8]=[CH:9][C:4]=3[N:3]=2)[C:14]1=[O:15].